From a dataset of Forward reaction prediction with 1.9M reactions from USPTO patents (1976-2016). Predict the product of the given reaction. (1) Given the reactants C(N1C(C2CCN(C3COC3)CC2)=CC(C2C=C(C(F)(F)F)C(N)=NC=2)=N1)(C)C.I[C:31]1[CH:35]=[C:34]([CH:36]2[CH2:41][CH2:40][N:39]([C:42]([O:44][C:45]([CH3:48])([CH3:47])[CH3:46])=[O:43])[CH2:38][CH2:37]2)[N:33]([CH:49]([CH3:51])[CH3:50])[N:32]=1.CC1(C)C(C)(C)OC([C:60]2[CH:61]=[C:62]3[C:68]([C:69]#[N:70])=[CH:67][NH:66][C:63]3=[N:64][CH:65]=2)O1, predict the reaction product. The product is: [C:69]([C:68]1[C:62]2[C:63](=[N:64][CH:65]=[C:60]([C:31]3[CH:35]=[C:34]([CH:36]4[CH2:41][CH2:40][N:39]([C:42]([O:44][C:45]([CH3:48])([CH3:47])[CH3:46])=[O:43])[CH2:38][CH2:37]4)[N:33]([CH:49]([CH3:51])[CH3:50])[N:32]=3)[CH:61]=2)[NH:66][CH:67]=1)#[N:70]. (2) The product is: [C:22]([O:26][C:27]([N:29]1[CH2:32][CH:31]([O:33][C:15]2[CH:14]=[CH:13][CH:12]=[C:11]3[C:16]=2[C:7]([NH:6][C:5]2[CH:18]=[CH:19][C:20]([F:21])=[C:3]([Cl:2])[CH:4]=2)=[N:8][CH:9]=[N:10]3)[CH2:30]1)=[O:28])([CH3:25])([CH3:23])[CH3:24]. Given the reactants Cl.[Cl:2][C:3]1[CH:4]=[C:5]([CH:18]=[CH:19][C:20]=1[F:21])[NH:6][C:7]1[C:16]2[C:11](=[CH:12][CH:13]=[CH:14][C:15]=2F)[N:10]=[CH:9][N:8]=1.[C:22]([O:26][C:27]([N:29]1[CH2:32][CH:31]([OH:33])[CH2:30]1)=[O:28])([CH3:25])([CH3:24])[CH3:23], predict the reaction product. (3) Given the reactants [Li+].[CH3:2][O:3][C:4]1[CH:22]=[C:21]([O:23][CH3:24])[CH:20]=[CH:19][C:5]=1[CH2:6][N:7]1[CH2:15][C:14]2[C:9](=[CH:10][CH:11]=[C:12]([C:16]([O-])=[O:17])[CH:13]=2)[CH2:8]1.[NH:25]1[CH2:30][CH2:29][O:28][CH2:27][CH2:26]1.CCN=C=NCCCN(C)C.C1C=CC2N(O)N=NC=2C=1, predict the reaction product. The product is: [CH3:2][O:3][C:4]1[CH:22]=[C:21]([O:23][CH3:24])[CH:20]=[CH:19][C:5]=1[CH2:6][N:7]1[CH2:15][C:14]2[C:9](=[CH:10][CH:11]=[C:12]([C:16]([N:25]3[CH2:30][CH2:29][O:28][CH2:27][CH2:26]3)=[O:17])[CH:13]=2)[CH2:8]1. (4) The product is: [CH3:1][O:2][C:3]1[CH:8]=[N:7][C:6]([C:9]2[CH:14]=[CH:13][C:12]([N:15]3[CH2:16][CH2:17][N:18]([C:45]([O:46][CH:47]([CH3:49])[CH3:48])=[O:50])[CH2:19][CH2:20]3)=[CH:11][CH:10]=2)=[C:5]2[NH:21][CH:22]=[C:23]([C:24](=[O:44])[C:25](=[O:26])[N:27]3[CH2:32][CH2:31][N:30]([C:33]4[N:37]([C:38]5[CH:43]=[CH:42][CH:41]=[CH:40][N:39]=5)[N:36]=[N:35][N:34]=4)[CH2:29][CH2:28]3)[C:4]=12. Given the reactants [CH3:1][O:2][C:3]1[CH:8]=[N:7][C:6]([C:9]2[CH:14]=[CH:13][C:12]([N:15]3[CH2:20][CH2:19][NH:18][CH2:17][CH2:16]3)=[CH:11][CH:10]=2)=[C:5]2[NH:21][CH:22]=[C:23]([C:24](=[O:44])[C:25]([N:27]3[CH2:32][CH2:31][N:30]([C:33]4[N:37]([C:38]5[CH:43]=[CH:42][CH:41]=[CH:40][N:39]=5)[N:36]=[N:35][N:34]=4)[CH2:29][CH2:28]3)=[O:26])[C:4]=12.[C:45](Cl)(=[O:50])[O:46][CH:47]([CH3:49])[CH3:48], predict the reaction product.